From a dataset of Full USPTO retrosynthesis dataset with 1.9M reactions from patents (1976-2016). Predict the reactants needed to synthesize the given product. (1) Given the product [CH2:17]([O:19][C:20]([C:22]1[C:26]([CH2:27][CH2:28][CH2:29][N:30]2[CH2:35][CH2:34][N:33]([CH3:36])[CH2:32][CH2:31]2)=[C:25]([CH:37]=[C:9]2[C:8]3[C:12](=[CH:13][CH:14]=[CH:15][C:7]=3[C:1]3[CH:2]=[CH:3][CH:4]=[CH:5][CH:6]=3)[NH:11][C:10]2=[O:16])[NH:24][C:23]=1[CH3:39])=[O:21])[CH3:18], predict the reactants needed to synthesize it. The reactants are: [C:1]1([C:7]2[CH:15]=[CH:14][CH:13]=[C:12]3[C:8]=2[CH2:9][C:10](=[O:16])[NH:11]3)[CH:6]=[CH:5][CH:4]=[CH:3][CH:2]=1.[CH2:17]([O:19][C:20]([C:22]1[C:26]([CH2:27][CH2:28][CH2:29][N:30]2[CH2:35][CH2:34][N:33]([CH3:36])[CH2:32][CH2:31]2)=[C:25]([CH:37]=O)[NH:24][C:23]=1[CH3:39])=[O:21])[CH3:18].N1CCCCC1. (2) Given the product [Br:1][C:20]1[C:19]([C:21]2[CH:26]=[CH:25][CH:24]=[C:23]([F:27])[CH:22]=2)=[N:18][N:16]2[C:15]=1[CH:14]=[CH:13][C:12]([O:11][CH:10]([F:9])[F:28])=[N:17]2, predict the reactants needed to synthesize it. The reactants are: [Br:1]N1C(=O)CCC1=O.[F:9][CH:10]([F:28])[O:11][C:12]1[CH:13]=[CH:14][C:15]2[N:16]([N:18]=[C:19]([C:21]3[CH:26]=[CH:25][CH:24]=[C:23]([F:27])[CH:22]=3)[CH:20]=2)[N:17]=1.C(=O)(O)[O-].[Na+].